From a dataset of Full USPTO retrosynthesis dataset with 1.9M reactions from patents (1976-2016). Predict the reactants needed to synthesize the given product. (1) The reactants are: [CH2:1]([OH:19])[CH2:2][CH2:3]CCCCCCCCCCCCCCC.C1(CN=C=O)C(CN=C=[O:29])=CC=CC=1.C(C(CO)(CO)CC)O.C1C=C(C[N:50]=[C:51]=[O:52])C=C(CN=C=O)C=1.C([O-])(=O)CCCCCCCCCCC.C([Sn+2]CCCC)CCC.C([O-])(=O)CCCCCCCCCCC.COC1C=CC(O)=CC=1. Given the product [C:1]([OH:19])(=[O:29])[CH:2]=[CH2:3].[NH2:50][C:51]([O:19][CH2:1][CH3:2])=[O:52], predict the reactants needed to synthesize it. (2) The reactants are: [F:1][C:2]1[CH:34]=[CH:33][C:5]([O:6][C:7]2[CH:12]=[CH:11][C:10]([C:13]3[N:18]=[C:17]([C:19]([O:21]C(C)(C)C)=[O:20])[CH:16]=[C:15]([NH:26][C@@H:27]([CH3:32])[C:28]([O:30][CH3:31])=[O:29])[N:14]=3)=[CH:9][CH:8]=2)=[CH:4][CH:3]=1.[C:35]([OH:41])([C:37]([F:40])([F:39])[F:38])=[O:36]. Given the product [F:1][C:2]1[CH:3]=[CH:4][C:5]([O:6][C:7]2[CH:8]=[CH:9][C:10]([C:13]3[N:18]=[C:17]([C:19]([OH:21])=[O:20])[CH:16]=[C:15]([NH:26][C@@H:27]([CH3:32])[C:28]([O:30][CH3:31])=[O:29])[N:14]=3)=[CH:11][CH:12]=2)=[CH:33][CH:34]=1.[F:38][C:37]([F:40])([F:39])[C:35]([OH:41])=[O:36].[F:1][C:2]1[CH:3]=[CH:4][C:5]([O:6][C:7]2[CH:8]=[CH:9][C:10]([C:13]3[N:18]=[C:17]([C:19]([OH:21])=[O:20])[CH:16]=[C:15]([NH:26][C@@H:27]([CH3:32])[C:28]([O:30][CH3:31])=[O:29])[N:14]=3)=[CH:11][CH:12]=2)=[CH:33][CH:34]=1, predict the reactants needed to synthesize it. (3) Given the product [N:16]([C:15]1[C:14]2[C:9](=[CH:10][CH:11]=[CH:12][CH:13]=2)[NH:8][C:7]=1[C:1]1[CH:6]=[CH:5][CH:4]=[CH:3][CH:2]=1)=[O:17], predict the reactants needed to synthesize it. The reactants are: [C:1]1([C:7]2[NH:8][C:9]3[C:14]([CH:15]=2)=[CH:13][CH:12]=[CH:11][CH:10]=3)[CH:6]=[CH:5][CH:4]=[CH:3][CH:2]=1.[N:16]([O-])=[O:17].[Na+]. (4) Given the product [Na+:15].[CH3:1][O:2][C:3]1[CH:4]=[C:5]([CH2:6][S:11]([O-:14])(=[O:13])=[O:12])[CH:8]=[CH:9][CH:10]=1, predict the reactants needed to synthesize it. The reactants are: [CH3:1][O:2][C:3]1[CH:4]=[C:5]([CH:8]=[CH:9][CH:10]=1)[CH2:6]Cl.[S:11]([O-:14])([O-:13])=[O:12].[Na+:15].[Na+]. (5) Given the product [Br:1][C:2]1[CH:3]=[C:4]2[C:9](=[CH:10][CH:11]=1)[CH:8]=[N:7][CH:6]=[C:5]2[Cl:15], predict the reactants needed to synthesize it. The reactants are: [Br:1][C:2]1[CH:3]=[C:4]2[C:9](=[CH:10][CH:11]=1)[CH:8]=[N:7][CH:6]=[CH:5]2.S(Cl)([Cl:15])(=O)=O. (6) Given the product [CH2:1]([O:8][C:9]1[CH:14]=[C:13]([I:16])[CH:12]=[CH:11][C:10]=1[OH:15])[C:2]1[CH:3]=[CH:4][CH:5]=[CH:6][CH:7]=1, predict the reactants needed to synthesize it. The reactants are: [CH2:1]([O:8][C:9]1[CH:14]=[CH:13][CH:12]=[CH:11][C:10]=1[OH:15])[C:2]1[CH:7]=[CH:6][CH:5]=[CH:4][CH:3]=1.[I-:16].[Na+].[OH-].[Na+].Cl[O-].[Na+].Cl.